Dataset: Full USPTO retrosynthesis dataset with 1.9M reactions from patents (1976-2016). Task: Predict the reactants needed to synthesize the given product. (1) Given the product [F:14][C:11]1[CH:12]=[CH:13][C:8]2[CH2:7][CH2:6][C:5]3[CH:15]=[CH:16][CH:17]=[CH:18][C:4]=3[C:3](=[CH:2][C:22]3[CH:21]=[C:20]([OH:19])[CH:25]=[CH:24][CH:23]=3)[C:9]=2[CH:10]=1, predict the reactants needed to synthesize it. The reactants are: Br[CH:2]=[C:3]1[C:9]2[CH:10]=[C:11]([F:14])[CH:12]=[CH:13][C:8]=2[CH2:7][CH2:6][C:5]2[CH:15]=[CH:16][CH:17]=[CH:18][C:4]1=2.[OH:19][C:20]1[CH:21]=[C:22](B(O)O)[CH:23]=[CH:24][CH:25]=1. (2) Given the product [C:1]([O:5][C:6]([N:8]1[CH2:12][CH2:11][CH:10]([N:13]([CH2:14][C:15]2[CH:20]=[CH:19][C:18]([Cl:21])=[CH:17][CH:16]=2)[CH2:28][C:27]([O:26][CH3:25])=[O:30])[CH2:9]1)=[O:7])([CH3:4])([CH3:3])[CH3:2], predict the reactants needed to synthesize it. The reactants are: [C:1]([O:5][C:6]([N:8]1[CH2:12][CH2:11][CH:10]([NH:13][CH2:14][C:15]2[CH:20]=[CH:19][C:18]([Cl:21])=[CH:17][C:16]=2[N+]([O-])=O)[CH2:9]1)=[O:7])([CH3:4])([CH3:3])[CH3:2].[CH3:25][O:26][C:27](=[O:30])[CH2:28]Br.C([O-])([O-])=O.[K+].[K+]. (3) Given the product [CH3:22][O:21][CH2:20][O:19][C:11]1[C:12](=[O:18])[N:13]([CH2:15][O:16][CH3:17])[CH:14]=[C:9]([S:8][CH2:7][C:6]2[N:30]=[C:26]([CH3:25])[O:27][CH:23]=2)[CH:10]=1, predict the reactants needed to synthesize it. The reactants are: C(C1C=[CH:23][C:6]([CH2:7][S:8][C:9]2[CH:10]=[C:11]([O:19][CH2:20][O:21][CH3:22])[C:12](=[O:18])[N:13]([CH2:15][O:16][CH3:17])[CH:14]=2)=CC=1)C.[CH3:25][C:26]1[O:27]C=C(CCl)[N:30]=1. (4) Given the product [NH:6]1[C:7]2[C:15](=[CH:14][CH:13]=[C:12]3[C:8]=2[CH2:9][CH2:10][CH2:11]3)[C:3](=[O:18])[C:4]1=[O:5], predict the reactants needed to synthesize it. The reactants are: ON=[CH:3][C:4]([NH:6][C:7]1[CH:15]=[CH:14][CH:13]=[C:12]2[C:8]=1[CH2:9][CH2:10][CH2:11]2)=[O:5].CS(O)(=O)=[O:18]. (5) Given the product [CH:12]([C:16]1[C:21]([NH:22][CH2:23][C:24]([F:26])([F:27])[F:25])=[N:20][C:19]([N:28]2[CH:32]=[CH:31][CH:30]=[N:29]2)=[N:18][C:17]=1[O:33][CH:35]([F:37])[F:36])([CH2:14][CH3:15])[CH3:13], predict the reactants needed to synthesize it. The reactants are: C(=O)([O-])[O-].[K+].[K+].CN(C)C=O.[CH:12]([C:16]1[C:17]([OH:33])=[N:18][C:19]([N:28]2[CH:32]=[CH:31][CH:30]=[N:29]2)=[N:20][C:21]=1[NH:22][CH2:23][C:24]([F:27])([F:26])[F:25])([CH2:14][CH3:15])[CH3:13].Cl[CH:35]([F:37])[F:36].